Dataset: Catalyst prediction with 721,799 reactions and 888 catalyst types from USPTO. Task: Predict which catalyst facilitates the given reaction. (1) Product: [N:11]1([C:14]2[CH:15]=[CH:16][C:17]([NH:18][C:2](=[O:7])[C:3]([O:5][CH3:6])=[O:4])=[CH:19][CH:20]=2)[CH2:10][CH2:9][O:8][CH2:13][CH2:12]1. The catalyst class is: 2. Reactant: Cl[C:2](=[O:7])[C:3]([O:5][CH3:6])=[O:4].[O:8]1[CH2:13][CH2:12][N:11]([C:14]2[CH:20]=[CH:19][C:17]([NH2:18])=[CH:16][CH:15]=2)[CH2:10][CH2:9]1.C(N(C(C)C)C(C)C)C. (2) The catalyst class is: 44. Product: [F:19][C:16]1[CH:17]=[CH:18][C:13]([C:9]2[S:8][C:7]3[CH:11]=[C:3]([O:2][CH3:1])[CH:4]=[CH:5][C:6]=3[CH:10]=2)=[CH:14][CH:15]=1. Reactant: [CH3:1][O:2][C:3]1[CH:4]=[CH:5][C:6]2[CH:10]=[CH:9][S:8][C:7]=2[CH:11]=1.Br[C:13]1[CH:18]=[CH:17][C:16]([F:19])=[CH:15][CH:14]=1.CC(C)(C)C(O)=O.C(=O)([O-])[O-].[K+].[K+]. (3) Reactant: [CH2:1]([C:8]1[CH:13]=[CH:12][C:11]([CH2:14][CH2:15][C:16]([O:18]CC)=[O:17])=[CH:10][CH:9]=1)[C:2]1[CH:7]=[CH:6][CH:5]=[CH:4][CH:3]=1.[OH-].[Na+]. Product: [CH2:1]([C:8]1[CH:13]=[CH:12][C:11]([CH2:14][CH2:15][C:16]([OH:18])=[O:17])=[CH:10][CH:9]=1)[C:2]1[CH:7]=[CH:6][CH:5]=[CH:4][CH:3]=1. The catalyst class is: 36.